Task: Regression. Given a peptide amino acid sequence and an MHC pseudo amino acid sequence, predict their binding affinity value. This is MHC class I binding data.. Dataset: Peptide-MHC class I binding affinity with 185,985 pairs from IEDB/IMGT (1) The peptide sequence is KEFLRYLLF. The MHC is HLA-B15:01 with pseudo-sequence HLA-B15:01. The binding affinity (normalized) is 0. (2) The peptide sequence is CINGVCWSI. The MHC is HLA-A68:02 with pseudo-sequence HLA-A68:02. The binding affinity (normalized) is 0.290. (3) The peptide sequence is NKKTFDHTLM. The MHC is H-2-Kb with pseudo-sequence H-2-Kb. The binding affinity (normalized) is 0.307. (4) The MHC is HLA-B35:01 with pseudo-sequence HLA-B35:01. The binding affinity (normalized) is 0.0847. The peptide sequence is AVRQFRASV. (5) The peptide sequence is VSSHKGWAK. The MHC is HLA-B39:01 with pseudo-sequence HLA-B39:01. The binding affinity (normalized) is 0.0847. (6) The peptide sequence is YEVPAALIL. The MHC is HLA-B18:01 with pseudo-sequence HLA-B18:01. The binding affinity (normalized) is 0.902. (7) The peptide sequence is YQNEVTPEY. The MHC is HLA-A26:01 with pseudo-sequence HLA-A26:01. The binding affinity (normalized) is 0.0847. (8) The peptide sequence is TVFCFFNYI. The MHC is HLA-A26:01 with pseudo-sequence HLA-A26:01. The binding affinity (normalized) is 0.0847.